Dataset: Peptide-MHC class I binding affinity with 185,985 pairs from IEDB/IMGT. Task: Regression. Given a peptide amino acid sequence and an MHC pseudo amino acid sequence, predict their binding affinity value. This is MHC class I binding data. (1) The peptide sequence is ARYSNFAWY. The MHC is HLA-A02:01 with pseudo-sequence HLA-A02:01. The binding affinity (normalized) is 0.0847. (2) The MHC is HLA-A33:01 with pseudo-sequence HLA-A33:01. The binding affinity (normalized) is 0.0738. The peptide sequence is FSTSAADIKR. (3) The peptide sequence is RDRFKRTSF. The MHC is HLA-A25:01 with pseudo-sequence HLA-A25:01. The binding affinity (normalized) is 0.0847.